From a dataset of Catalyst prediction with 721,799 reactions and 888 catalyst types from USPTO. Predict which catalyst facilitates the given reaction. (1) Product: [C:1]([NH:5][C:6](=[O:20])[C:7]1[CH:12]=[CH:11][CH:10]=[C:9]([CH2:13][N:14]2[CH2:15][CH2:16][N:17]([C:28](=[O:29])[C:27]3[CH:31]=[CH:32][C:24]([N+:21]([O-:23])=[O:22])=[CH:25][C:26]=3[C:33]([F:34])([F:35])[F:36])[CH2:18][CH2:19]2)[CH:8]=1)([CH3:4])([CH3:2])[CH3:3]. The catalyst class is: 96. Reactant: [C:1]([NH:5][C:6](=[O:20])[C:7]1[CH:12]=[CH:11][CH:10]=[C:9]([CH2:13][N:14]2[CH2:19][CH2:18][NH:17][CH2:16][CH2:15]2)[CH:8]=1)([CH3:4])([CH3:3])[CH3:2].[N+:21]([C:24]1[CH:32]=[CH:31][C:27]([C:28](O)=[O:29])=[C:26]([C:33]([F:36])([F:35])[F:34])[CH:25]=1)([O-:23])=[O:22].C(N(CC)CC)C.CCCP1(OP(CCC)(=O)OP(CCC)(=O)O1)=O. (2) Reactant: FC1C=C([C:12]2[N:17]=[C:16]3[N:18]([CH2:21][C:22]4[CH:23]=[C:24]5[C:29](=[CH:30][CH:31]=4)[N:28]=[CH:27][CH:26]=[CH:25]5)[N:19]=[N:20][C:15]3=[CH:14][CH:13]=2)C=CC=1C(NC)=O.CC1(C)C(C)(C)OB([C:40]2[CH:41]=[CH:42][C:43]([NH2:46])=[N:44][CH:45]=2)O1.C(=O)([O-])[O-].[K+].[K+].O1CCOCC1. Product: [N:28]1[C:29]2[C:24](=[CH:23][C:22]([CH2:21][N:18]3[C:16]4=[N:17][C:12]([C:40]5[CH:41]=[CH:42][C:43]([NH2:46])=[N:44][CH:45]=5)=[CH:13][CH:14]=[C:15]4[N:20]=[N:19]3)=[CH:31][CH:30]=2)[CH:25]=[CH:26][CH:27]=1. The catalyst class is: 103. (3) Reactant: CO[C:3]1[CH:8]=[CH:7][C:6]([N:9]2[CH2:14][CH2:13][N:12](C(OC(C)(C)C)=O)[CH2:11][CH2:10]2)=[CH:5][CH:4]=1.C(=O)(O)[O-].[Na+].[Cl:27]CCl. Product: [Cl:27][C:4]1[CH:5]=[C:6]([N:9]2[CH2:14][CH2:13][NH:12][CH2:11][CH2:10]2)[CH:7]=[CH:8][CH:3]=1. The catalyst class is: 55.